This data is from Forward reaction prediction with 1.9M reactions from USPTO patents (1976-2016). The task is: Predict the product of the given reaction. (1) Given the reactants [CH2:1]([O:3][C:4]([C:6]1([CH3:27])[CH2:11][CH2:10][N:9]([C:12]2[CH2:26][C:15]3([CH2:18][N:17](C(OC(C)(C)C)=O)[CH2:16]3)[O:14][N:13]=2)[CH2:8][CH2:7]1)=[O:5])[CH3:2].[CH2:28]([O:30][C:31]1[C:36]([I:37])=[C:35]([CH:38]=O)[CH:34]=[C:33]([O:40][CH2:41][CH3:42])[C:32]=1[C:43]1[CH:48]=[CH:47][C:46]([F:49])=[CH:45][CH:44]=1)[CH3:29], predict the reaction product. The product is: [CH2:28]([O:30][C:31]1[C:36]([I:37])=[C:35]([CH2:38][N:17]2[CH2:18][C:15]3([CH2:26][C:12]([N:9]4[CH2:10][CH2:11][C:6]([CH3:27])([C:4]([O:3][CH2:1][CH3:2])=[O:5])[CH2:7][CH2:8]4)=[N:13][O:14]3)[CH2:16]2)[CH:34]=[C:33]([O:40][CH2:41][CH3:42])[C:32]=1[C:43]1[CH:44]=[CH:45][C:46]([F:49])=[CH:47][CH:48]=1)[CH3:29]. (2) Given the reactants FC(F)(F)C(O)=O.C(OC([N:15]1[CH2:20][CH2:19][CH:18]([CH2:21][CH2:22][CH2:23][CH2:24][C:25]2[CH:30]=[CH:29][C:28]([S:31]([CH3:34])(=[O:33])=[O:32])=[CH:27][CH:26]=2)[CH2:17][CH2:16]1)=O)(C)(C)C, predict the reaction product. The product is: [CH3:34][S:31]([C:28]1[CH:27]=[CH:26][C:25]([CH2:24][CH2:23][CH2:22][CH2:21][CH:18]2[CH2:19][CH2:20][NH:15][CH2:16][CH2:17]2)=[CH:30][CH:29]=1)(=[O:33])=[O:32]. (3) Given the reactants [NH2:1][C:2]1[CH:10]=[C:9]([CH2:11][N:12]2[CH2:17][CH2:16][N:15]([C:18]([O:20][C:21]([CH3:24])([CH3:23])[CH3:22])=[O:19])[CH2:14][CH2:13]2)[C:8]([Cl:25])=[CH:7][C:3]=1[C:4](O)=[O:5].Cl.[Cl:27][C:28]1[CH:29]=[CH:30][C:31]([S:36]([CH2:39][CH3:40])(=[O:38])=[O:37])=[C:32]([CH2:34][NH2:35])[CH:33]=1.NC1C=CC(C(F)(F)F)=CC=1C(NCC1C=C(Br)C=CC=1S(CC)(=O)=O)=O.CN(C(ON1N=NC2C=CC=CC1=2)=[N+](C)C)C.F[P-](F)(F)(F)(F)F, predict the reaction product. The product is: [NH2:1][C:2]1[C:3]([C:4](=[O:5])[NH:35][CH2:34][C:32]2[CH:33]=[C:28]([Cl:27])[CH:29]=[CH:30][C:31]=2[S:36]([CH2:39][CH3:40])(=[O:38])=[O:37])=[CH:7][C:8]([Cl:25])=[C:9]([CH2:11][N:12]2[CH2:13][CH2:14][N:15]([C:18]([O:20][C:21]([CH3:24])([CH3:23])[CH3:22])=[O:19])[CH2:16][CH2:17]2)[CH:10]=1. (4) Given the reactants [Br:1][C:2]1[N:3]=[C:4]([Si](C(C)C)(C(C)C)C(C)C)[O:5][C:6]=1[CH:7]=[O:8].[C-]#N.[Na+].[CH3:22][OH:23], predict the reaction product. The product is: [CH3:22][O:23][C:7]([C:6]1[O:5][CH:4]=[N:3][C:2]=1[Br:1])=[O:8]. (5) Given the reactants [N+:1]([C:4]1[CH:5]=[C:6](B(O)O)[CH:7]=[CH:8][CH:9]=1)([O-:3])=[O:2].[F:13][C:14]1[CH:15]=[C:16]([CH:28]=[C:29]([C:31]([F:34])([F:33])[F:32])[CH:30]=1)[C:17]([NH:19][C:20]1[CH:25]=[CH:24][C:23]([CH3:26])=[C:22](I)[CH:21]=1)=[O:18].C(=O)([O-])[O-].[K+].[K+], predict the reaction product. The product is: [F:13][C:14]1[CH:15]=[C:16]([CH:28]=[C:29]([C:31]([F:32])([F:33])[F:34])[CH:30]=1)[C:17]([NH:19][C:20]1[CH:25]=[C:24]([C:6]2[CH:7]=[CH:8][CH:9]=[C:4]([N+:1]([O-:3])=[O:2])[CH:5]=2)[C:23]([CH3:26])=[CH:22][CH:21]=1)=[O:18].